This data is from Forward reaction prediction with 1.9M reactions from USPTO patents (1976-2016). The task is: Predict the product of the given reaction. (1) Given the reactants [CH:1]1([CH2:6][CH:7]([N:11]2[C:16](=[O:17])[CH:15]=[C:14]([O:18][C:19]3[CH:24]=[CH:23][CH:22]=[CH:21][C:20]=3[C:25]([F:28])([F:27])[F:26])[CH:13]=[N:12]2)[C:8](O)=[O:9])[CH2:5][CH2:4][CH2:3][CH2:2]1.[Cl:29][C:30]1[N:34]([CH3:35])[N:33]=[C:32]([NH2:36])[CH:31]=1, predict the reaction product. The product is: [Cl:29][C:30]1[N:34]([CH3:35])[N:33]=[C:32]([NH:36][C:8](=[O:9])[CH:7]([N:11]2[C:16](=[O:17])[CH:15]=[C:14]([O:18][C:19]3[CH:24]=[CH:23][CH:22]=[CH:21][C:20]=3[C:25]([F:27])([F:26])[F:28])[CH:13]=[N:12]2)[CH2:6][CH:1]2[CH2:5][CH2:4][CH2:3][CH2:2]2)[CH:31]=1. (2) The product is: [CH3:27][C:28]1[CH:33]=[CH:32][C:31]([CH3:34])=[CH:30][C:29]=1[N:35]1[CH2:36][CH2:37][N:38]([C:17]([CH:15]2[CH2:16][N:12]([S:9]([C:5]3[CH:6]=[CH:7][CH:8]=[C:3]([O:2][CH3:1])[CH:4]=3)(=[O:11])=[O:10])[C:13](=[O:26])[N:14]2[C:20]2[CH:21]=[CH:22][CH:23]=[CH:24][CH:25]=2)=[O:19])[CH2:39][CH2:40]1. Given the reactants [CH3:1][O:2][C:3]1[CH:4]=[C:5]([S:9]([N:12]2[CH2:16][CH:15]([C:17]([OH:19])=O)[N:14]([C:20]3[CH:25]=[CH:24][CH:23]=[CH:22][CH:21]=3)[C:13]2=[O:26])(=[O:11])=[O:10])[CH:6]=[CH:7][CH:8]=1.[CH3:27][C:28]1[CH:33]=[CH:32][C:31]([CH3:34])=[CH:30][C:29]=1[N:35]1[CH2:40][CH2:39][NH:38][CH2:37][CH2:36]1.N1(O[P+](N(C)C)(N(C)C)N(C)C)C2C=CC=CC=2N=N1.F[P-](F)(F)(F)(F)F.C(N(C(C)C)C(C)C)C, predict the reaction product. (3) Given the reactants [C:1](=[O:12])([O:7][C:8]([CH3:11])([CH3:10])[CH3:9])OC(C)(C)C.[NH2:13][C:14]1[CH:18]=[C:17]([CH3:19])[NH:16][N:15]=1.[OH-].[K+], predict the reaction product. The product is: [NH2:13][C:14]1[N:15]([C:1]([O:7][C:8]([CH3:9])([CH3:10])[CH3:11])=[O:12])[N:16]=[C:17]([CH3:19])[CH:18]=1.